Dataset: Catalyst prediction with 721,799 reactions and 888 catalyst types from USPTO. Task: Predict which catalyst facilitates the given reaction. (1) Reactant: [H-].[Na+].[Br:3][C:4]1[CH:9]=[CH:8][N:7]=[C:6]2[NH:10][CH:11]=[CH:12][C:5]=12.[C:13]1([S:19](Cl)(=[O:21])=[O:20])[CH:18]=[CH:17][CH:16]=[CH:15][CH:14]=1.Cl. Product: [Br:3][C:4]1[CH:9]=[CH:8][N:7]=[C:6]2[N:10]([S:19]([C:13]3[CH:18]=[CH:17][CH:16]=[CH:15][CH:14]=3)(=[O:21])=[O:20])[CH:11]=[CH:12][C:5]=12. The catalyst class is: 1. (2) Reactant: [CH3:1][S:2][C:3]1[S:4][C:5]([SH:8])=[N:6][N:7]=1.[H-].[Na+].FC(F)(F)S(O[CH2:17][P:18]([O:23][CH2:24][CH3:25])([O:20][CH2:21][CH3:22])=[O:19])(=O)=O. The catalyst class is: 1. Product: [CH3:1][S:2][C:3]1[S:4][C:5]([S:8][CH2:17][P:18]([O:23][CH2:24][CH3:25])([O:20][CH2:21][CH3:22])=[O:19])=[N:6][N:7]=1. (3) Reactant: [Cl:1][C:2]1[C:11]2[C:6](=[CH:7][CH:8]=[C:9]([S:12](Cl)(=[O:14])=[O:13])[CH:10]=2)[C:5]([Cl:16])=[CH:4][N:3]=1.Cl.[C:18]([O:22][C:23](=[O:38])[C@H:24]([CH2:26][CH2:27][CH2:28][CH2:29][NH:30][C:31]([O:33][C:34]([CH3:37])([CH3:36])[CH3:35])=[O:32])[NH2:25])([CH3:21])([CH3:20])[CH3:19].C(N(CC)CC)C. Product: [O:22]([CH:11]([CH3:2])[CH3:6])[CH:18]([CH3:20])[CH3:19].[C:18]([O:22][C:23](=[O:38])[C@H:24]([CH2:26][CH2:27][CH2:28][CH2:29][NH:30][C:31]([O:33][C:34]([CH3:37])([CH3:36])[CH3:35])=[O:32])[NH:25][S:12]([C:9]1[CH:10]=[C:11]2[C:6]([C:5]([Cl:16])=[CH:4][N:3]=[C:2]2[Cl:1])=[CH:7][CH:8]=1)(=[O:14])=[O:13])([CH3:21])([CH3:20])[CH3:19]. The catalyst class is: 2. (4) Reactant: [CH3:1][O:2][C:3]1[CH:4]=[C:5]2[C:10](=[CH:11][C:12]=1[O:13][CH3:14])[N:9]=[CH:8][CH:7]=[C:6]2[O:15][C:16]1[CH:21]=[CH:20][C:19]([NH:22][C:23]([C:25]2[C:26](=[O:52])[N:27]([C:46]3[CH:51]=[CH:50][CH:49]=[CH:48][CH:47]=3)[N:28]([CH2:31][C@H:32]([O:34][C:35](=[O:45])[CH2:36][NH:37]C(OC(C)(C)C)=O)[CH3:33])[C:29]=2[CH3:30])=[O:24])=[CH:18][C:17]=1[F:53].[ClH:54]. Product: [ClH:54].[NH2:37][CH2:36][C:35]([O:34][C@H:32]([CH3:33])[CH2:31][N:28]1[C:29]([CH3:30])=[C:25]([C:23](=[O:24])[NH:22][C:19]2[CH:20]=[CH:21][C:16]([O:15][C:6]3[C:5]4[C:10](=[CH:11][C:12]([O:13][CH3:14])=[C:3]([O:2][CH3:1])[CH:4]=4)[N:9]=[CH:8][CH:7]=3)=[C:17]([F:53])[CH:18]=2)[C:26](=[O:52])[N:27]1[C:46]1[CH:47]=[CH:48][CH:49]=[CH:50][CH:51]=1)=[O:45]. The catalyst class is: 25.